From a dataset of CYP2D6 inhibition data for predicting drug metabolism from PubChem BioAssay. Regression/Classification. Given a drug SMILES string, predict its absorption, distribution, metabolism, or excretion properties. Task type varies by dataset: regression for continuous measurements (e.g., permeability, clearance, half-life) or binary classification for categorical outcomes (e.g., BBB penetration, CYP inhibition). Dataset: cyp2d6_veith. (1) The molecule is Cc1ccc(S(=O)(=O)N[C@H](CN)C(=O)O)cc1. The result is 0 (non-inhibitor). (2) The molecule is O=C(O)[C@@H]1CS[C@@]2(CCCN(Cc3ccccc3)C2)N1. The result is 0 (non-inhibitor). (3) The compound is COCCNC(=O)c1cc(-c2ccc(OC)c(OC)c2)on1. The result is 0 (non-inhibitor). (4) The drug is N[C@H](Cc1c[nH]c2ccccc12)P(=O)(O)O. The result is 0 (non-inhibitor).